This data is from CYP2C19 inhibition data for predicting drug metabolism from PubChem BioAssay. The task is: Regression/Classification. Given a drug SMILES string, predict its absorption, distribution, metabolism, or excretion properties. Task type varies by dataset: regression for continuous measurements (e.g., permeability, clearance, half-life) or binary classification for categorical outcomes (e.g., BBB penetration, CYP inhibition). Dataset: cyp2c19_veith. (1) The molecule is CCOc1ccc2[nH]c(=O)c(CN(CCc3ccccc3)C(=O)N3CCOCC3)cc2c1. The result is 1 (inhibitor). (2) The molecule is COc1cc(OC)c(C2N(c3cc(C)on3)C(=O)C3CCCN32)cc1OC. The result is 0 (non-inhibitor). (3) The compound is CC(C)(C)NC[C@H](O)c1ccccc1Cl. The result is 0 (non-inhibitor). (4) The compound is Clc1ccc2ncc(-c3nnnn3-c3ccccc3)c(-c3ccccc3)c2c1. The result is 1 (inhibitor).